From a dataset of Full USPTO retrosynthesis dataset with 1.9M reactions from patents (1976-2016). Predict the reactants needed to synthesize the given product. (1) Given the product [Cl:60][C:57]1[CH:56]=[CH:55][C:54]([C:52]2[C:51]3[C:61]([CH3:65])=[C:62]([CH3:64])[S:63][C:50]=3[N:49]3[C:66]([CH3:69])=[N:67][N:68]=[C:48]3[C@H:47]([CH2:46][C:43]([N:41]3[CH:39]4[CH2:38][CH2:37][CH:36]3[CH2:35][C:34](=[O:33])[CH2:40]4)=[O:44])[N:53]=2)=[CH:59][CH:58]=1.[NH3:2], predict the reactants needed to synthesize it. The reactants are: C[N:2](C(ON1N=NC2C=CC=NC1=2)=[N+](C)C)C.F[P-](F)(F)(F)(F)F.C(N(CC)CC)C.Cl.[O:33]=[C:34]1[CH2:40][CH:39]2[NH2+:41][CH:36]([CH2:37][CH2:38]2)[CH2:35]1.Cl.[C:43]([CH2:46][C@@H:47]1[N:53]=[C:52]([C:54]2[CH:59]=[CH:58][C:57]([Cl:60])=[CH:56][CH:55]=2)[C:51]2[C:61]([CH3:65])=[C:62]([CH3:64])[S:63][C:50]=2[N:49]2[C:66]([CH3:69])=[NH+:67][N:68]=[C:48]12)(O)=[O:44]. (2) Given the product [NH2:1][C:2]1[CH:7]=[CH:6][C:5]([O:8][CH2:30][C@@H:23]([NH:22][C:20](=[O:21])[O:19][C:15]([CH3:16])([CH3:18])[CH3:17])[CH3:24])=[C:4]([C:9]2[N:13]([CH3:14])[N:12]=[CH:11][CH:10]=2)[CH:3]=1, predict the reactants needed to synthesize it. The reactants are: [NH2:1][C:2]1[CH:7]=[CH:6][C:5]([OH:8])=[C:4]([C:9]2[N:13]([CH3:14])[N:12]=[CH:11][CH:10]=2)[CH:3]=1.[C:15]([O:19][C:20]([NH:22][C@@H:23]([CH3:30])[CH2:24]OS(C)(=O)=O)=[O:21])([CH3:18])([CH3:17])[CH3:16].C(=O)([O-])[O-].[Cs+].[Cs+]. (3) The reactants are: C[O:2][C:3]1[CH:8]=[CH:7][C:6]([CH2:9][CH2:10][CH2:11][C:12]([OH:14])=[O:13])=[CH:5][CH:4]=1.C(OCC)(=O)C. Given the product [OH:2][C:3]1[CH:4]=[CH:5][C:6]([CH2:9][CH2:10][CH2:11][C:12]([OH:14])=[O:13])=[CH:7][CH:8]=1, predict the reactants needed to synthesize it.